This data is from Full USPTO retrosynthesis dataset with 1.9M reactions from patents (1976-2016). The task is: Predict the reactants needed to synthesize the given product. (1) Given the product [C:11]1([CH:17]([NH:18][C:2]2[N:10]=[CH:9][N:8]=[C:7]3[C:3]=2[NH:4][CH:5]=[N:6]3)[CH2:19][OH:20])[CH:16]=[CH:15][CH:14]=[CH:13][CH:12]=1, predict the reactants needed to synthesize it. The reactants are: Cl[C:2]1[N:10]=[CH:9][N:8]=[C:7]2[C:3]=1[NH:4][CH:5]=[N:6]2.[C:11]1([CH:17]([CH2:19][OH:20])[NH2:18])[CH:16]=[CH:15][CH:14]=[CH:13][CH:12]=1.C(N(CC)CC)C. (2) Given the product [CH3:4][S:1]([O:6][C@H:7]1[CH2:15][C:14]2[C:9](=[CH:10][CH:11]=[CH:12][CH:13]=2)[C@@H:8]1[NH:16][C:17]([O:18][C:19]([CH3:22])([CH3:21])[CH3:20])=[O:23])(=[O:3])=[O:2], predict the reactants needed to synthesize it. The reactants are: [S:1](Cl)([CH3:4])(=[O:3])=[O:2].[OH:6][C@H:7]1[CH2:15][C:14]2[C:9](=[CH:10][CH:11]=[CH:12][CH:13]=2)[C@@H:8]1[NH:16][C:17](=[O:23])[O:18][C:19]([CH3:22])([CH3:21])[CH3:20].C(N(CC)CC)C. (3) Given the product [Cl:40][C:23]1[S:22][C:21]([C:18]2[CH:19]=[CH:20][C:15]([C:12]3[CH:13]=[CH:14][C:9]([C:6]4([C:4]([OH:5])=[O:3])[CH2:8][CH2:7]4)=[CH:10][CH:11]=3)=[C:16]([O:41][CH3:42])[CH:17]=2)=[C:25]([NH:26][C:27]([O:29][C@@H:30]([C:32]2[CH:37]=[CH:36][C:35]([F:38])=[CH:34][C:33]=2[F:39])[CH3:31])=[O:28])[CH:24]=1, predict the reactants needed to synthesize it. The reactants are: C([O:3][C:4]([C:6]1([C:9]2[CH:14]=[CH:13][C:12]([C:15]3[CH:20]=[CH:19][C:18]([C:21]4[S:22][C:23]([Cl:40])=[CH:24][C:25]=4[NH:26][C:27]([O:29][C@@H:30]([C:32]4[CH:37]=[CH:36][C:35]([F:38])=[CH:34][C:33]=4[F:39])[CH3:31])=[O:28])=[CH:17][C:16]=3[O:41][CH3:42])=[CH:11][CH:10]=2)[CH2:8][CH2:7]1)=[O:5])C.[OH-].[Na+].O1CCCC1.Cl. (4) Given the product [C:27]1([CH:7]([C:1]2[CH:2]=[CH:3][CH:4]=[CH:5][CH:6]=2)[CH2:8][NH:9][C:10]2[N:18]=[C:17]([C:19]([O:34][CH3:33])=[O:37])[N:16]=[C:15]3[C:11]=2[N:12]=[CH:13][N:14]3[CH:21]2[CH2:26][CH2:25][CH2:24][CH2:23][O:22]2)[CH:28]=[CH:29][CH:30]=[CH:31][CH:32]=1, predict the reactants needed to synthesize it. The reactants are: [C:1]1([CH:7]([C:27]2[CH:32]=[CH:31][CH:30]=[CH:29][CH:28]=2)[CH2:8][NH:9][C:10]2[N:18]=[C:17]([C:19]#N)[N:16]=[C:15]3[C:11]=2[N:12]=[CH:13][N:14]3[CH:21]2[CH2:26][CH2:25][CH2:24][CH2:23][O:22]2)[CH:6]=[CH:5][CH:4]=[CH:3][CH:2]=1.[CH3:33][O-:34].[Na+].C[OH:37]. (5) Given the product [Cl:1][C:2]1[CH:21]=[C:20]([Cl:22])[CH:19]=[CH:18][C:3]=1[O:4][CH2:5][C:6]([NH:8][C:9]1[CH:10]=[C:11]([CH:15]=[CH:16][CH:17]=1)[C:12]([NH:42][CH2:40][C:30]1[CH:31]=[N:26][CH:27]=[CH:28][CH:29]=1)=[O:14])=[O:7], predict the reactants needed to synthesize it. The reactants are: [Cl:1][C:2]1[CH:21]=[C:20]([Cl:22])[CH:19]=[CH:18][C:3]=1[O:4][CH2:5][C:6]([NH:8][C:9]1[CH:10]=[C:11]([CH:15]=[CH:16][CH:17]=1)[C:12]([OH:14])=O)=[O:7].NCC[N:26]1[CH2:31][CH2:30][CH2:29][CH2:28][CH2:27]1.C(Cl)CCl.C1C=CC2N(O)N=[N:42][C:40]=2C=1.CCN(C(C)C)C(C)C.